This data is from Reaction yield outcomes from USPTO patents with 853,638 reactions. The task is: Predict the reaction yield, written as a fraction of the theoretical maximum amount of product (1.0 means a 100% yield; for example, 0.34 means a 34% yield). (1) The reactants are [CH3:1][O:2][C:3]1[CH:4]=[C:5]2[C:10](=[CH:11][C:12]=1[O:13][CH3:14])[N:9]=[CH:8][CH:7]=[C:6]2[O:15][C:16]1[CH:22]=[CH:21][C:19]([NH2:20])=[C:18]([CH3:23])[C:17]=1[CH3:24].C1(C)C=CC=CC=1.C(N(CC)CC)C.Cl[C:40](Cl)([O:42]C(=O)OC(Cl)(Cl)Cl)Cl.[C:51]1([CH:57]([OH:61])[CH2:58][CH2:59][CH3:60])[CH:56]=[CH:55][CH:54]=[CH:53][CH:52]=1. The catalyst is C(Cl)Cl. The product is [CH3:1][O:2][C:3]1[CH:4]=[C:5]2[C:10](=[CH:11][C:12]=1[O:13][CH3:14])[N:9]=[CH:8][CH:7]=[C:6]2[O:15][C:16]1[CH:22]=[CH:21][C:19]([NH:20][C:40](=[O:42])[O:61][CH:57]([C:51]2[CH:56]=[CH:55][CH:54]=[CH:53][CH:52]=2)[CH2:58][CH2:59][CH3:60])=[C:18]([CH3:23])[C:17]=1[CH3:24]. The yield is 0.400. (2) The reactants are [N:1]1([C:7]2[CH:19]=[C:18]([C:20]3[S:21][CH:22]=[CH:23][CH:24]=3)[C:17]3[C:16]4[C:11](=[CH:12][CH:13]=[CH:14][CH:15]=4)[CH2:10][C:9]=3[C:8]=2[C:25]#[N:26])[CH2:6][CH2:5][CH2:4][CH2:3][CH2:2]1.[H-].[Na+].C1C[O:32]CC1. No catalyst specified. The product is [O:32]=[C:10]1[C:9]2[C:8]([C:25]#[N:26])=[C:7]([N:1]3[CH2:6][CH2:5][CH2:4][CH2:3][CH2:2]3)[CH:19]=[C:18]([C:20]3[S:21][CH:22]=[CH:23][CH:24]=3)[C:17]=2[C:16]2[C:11]1=[CH:12][CH:13]=[CH:14][CH:15]=2. The yield is 0.730. (3) The reactants are [N:1]1[CH:6]=[CH:5][CH:4]=[CH:3][C:2]=1[NH:7][CH2:8][CH2:9][CH2:10][O:11][C:12]1[CH:13]=[C:14]2[C:18](=[CH:19][CH:20]=1)[NH:17][C:16]([CH2:21][CH:22]([CH2:27][CH2:28][CH3:29])[C:23]([O:25]C)=[O:24])=[CH:15]2.[OH-].[Na+]. The catalyst is CO.O. The product is [N:1]1[CH:6]=[CH:5][CH:4]=[CH:3][C:2]=1[NH:7][CH2:8][CH2:9][CH2:10][O:11][C:12]1[CH:13]=[C:14]2[C:18](=[CH:19][CH:20]=1)[NH:17][C:16]([CH2:21][CH:22]([CH2:27][CH2:28][CH3:29])[C:23]([OH:25])=[O:24])=[CH:15]2. The yield is 0.850. (4) The reactants are [Br:1][C:2]1[S:3][C:4]([CH:7]=[O:8])=[CH:5][N:6]=1.[F-].[Cs+].[Si]([C:15]([F:18])([F:17])[F:16])(C)(C)C. The catalyst is COCCOC. The product is [Br:1][C:2]1[S:3][C:4]([CH:7]([OH:8])[C:15]([F:18])([F:17])[F:16])=[CH:5][N:6]=1. The yield is 0.480. (5) The reactants are C([O:5][C:6](=[O:37])[C:7]([S:10][C:11]1[CH:12]=[C:13]2[C:17](=[CH:18][CH:19]=1)[CH2:16][CH:15]([N:20]([CH2:35][CH3:36])[C:21]([NH:23][C:24]1[CH:29]=[CH:28][C:27]([O:30][C:31]([F:34])([F:33])[F:32])=[CH:26][CH:25]=1)=[O:22])[CH2:14]2)([CH3:9])[CH3:8])(C)(C)C.C(O)(C(F)(F)F)=O. The catalyst is C(Cl)Cl. The product is [CH2:35]([N:20]([CH:15]1[CH2:14][C:13]2[C:17](=[CH:18][CH:19]=[C:11]([S:10][C:7]([CH3:8])([CH3:9])[C:6]([OH:37])=[O:5])[CH:12]=2)[CH2:16]1)[C:21]([NH:23][C:24]1[CH:25]=[CH:26][C:27]([O:30][C:31]([F:34])([F:32])[F:33])=[CH:28][CH:29]=1)=[O:22])[CH3:36]. The yield is 0.730. (6) The catalyst is CN(C=O)C.C(OCC)(=O)C. The product is [F:31][CH:30]([F:32])[O:11][C:7]1[CH:8]=[CH:9][C:10]2[N:5]([N:4]=[C:3]([C:13]3[CH:18]=[CH:17][CH:16]=[C:15]([F:19])[CH:14]=3)[CH:2]=2)[N:6]=1. The yield is 0.600. The reactants are Br[C:2]1[C:3]([C:13]2[CH:18]=[CH:17][CH:16]=[C:15]([F:19])[CH:14]=2)=[N:4][N:5]2[C:10]=1[CH:9]=[CH:8][C:7]([O:11]C)=[N:6]2.Cl.N1C=CC=CC=1.[H-].[Na+].Br[CH:30]([F:32])[F:31]. (7) The reactants are [N+:1]([C:4]1[CH:5]=[CH:6][C:7]([C:10]([OH:12])=O)=[N:8][CH:9]=1)([O-:3])=[O:2].Cl.[NH2:14][C:15]1[CH:20]=[CH:19][C:18]([NH:21][C:22]2[CH:27]=[C:26]([CH3:28])[N:25]=[C:24]([NH2:29])[N:23]=2)=[CH:17][CH:16]=1.C(N(CC)C1C=CC=CC=1)C. The catalyst is O=P(Cl)(Cl)Cl. The product is [NH2:29][C:24]1[N:23]=[C:22]([NH:21][C:18]2[CH:19]=[CH:20][C:15]([NH:14][C:10]([C:7]3[CH:6]=[CH:5][C:4]([N+:1]([O-:3])=[O:2])=[CH:9][N:8]=3)=[O:12])=[CH:16][CH:17]=2)[CH:27]=[C:26]([CH3:28])[N:25]=1. The yield is 0.310. (8) The reactants are [NH2:1][C:2]1[CH:10]=[C:9]([O:11][CH3:12])[CH:8]=[C:7]([O:13][CH3:14])[C:3]=1[C:4]([NH2:6])=[O:5].[C:15]([C:19]1[CH:20]=[C:21]([CH:24]=[C:25]([C:28]([CH3:31])([CH3:30])[CH3:29])[C:26]=1[OH:27])[CH:22]=O)([CH3:18])([CH3:17])[CH3:16].COC1C=C(OC)C=C2C=1C(=O)NC(C1C=CC=CN=1)=N2. No catalyst specified. The product is [C:28]([C:25]1[CH:24]=[C:21]([C:22]2[NH:6][C:4](=[O:5])[C:3]3[C:2](=[CH:10][C:9]([O:11][CH3:12])=[CH:8][C:7]=3[O:13][CH3:14])[N:1]=2)[CH:20]=[C:19]([C:15]([CH3:18])([CH3:17])[CH3:16])[C:26]=1[OH:27])([CH3:31])([CH3:30])[CH3:29]. The yield is 0.410. (9) The reactants are Br[C:2]1[CH:3]=[C:4]2[C:10]([C:11]3[CH:19]=[CH:18][C:14]([C:15]([NH2:17])=[O:16])=[CH:13][CH:12]=3)=[CH:9][N:8](S(C3C=CC(C)=CC=3)(=O)=O)[C:5]2=[N:6][CH:7]=1.[C:30]([O:34][C:35]([N:37]1[CH2:42][CH2:41][N:40]([C:43](=[O:59])[C:44]2[CH:49]=[CH:48][C:47](B3OC(C)(C)C(C)(C)O3)=[CH:46][CH:45]=2)[CH2:39][CH2:38]1)=[O:36])([CH3:33])([CH3:32])[CH3:31].C([O-])([O-])=O.[Na+].[Na+]. The catalyst is CC#N.Cl[Pd](Cl)([P](C1C=CC=CC=1)(C1C=CC=CC=1)C1C=CC=CC=1)[P](C1C=CC=CC=1)(C1C=CC=CC=1)C1C=CC=CC=1. The product is [C:30]([O:34][C:35]([N:37]1[CH2:42][CH2:41][N:40]([C:43](=[O:59])[C:44]2[CH:45]=[CH:46][C:47]([C:2]3[CH:3]=[C:4]4[C:10]([C:11]5[CH:12]=[CH:13][C:14]([C:15](=[O:16])[NH2:17])=[CH:18][CH:19]=5)=[CH:9][NH:8][C:5]4=[N:6][CH:7]=3)=[CH:48][CH:49]=2)[CH2:39][CH2:38]1)=[O:36])([CH3:33])([CH3:31])[CH3:32]. The yield is 0.460. (10) The reactants are [NH2:1][C:2]1[C:7]([F:8])=[C:6]([C:9]2[CH:14]=[CH:13][C:12]([Cl:15])=[C:11]([O:16][CH3:17])[C:10]=2[F:18])[N:5]=[C:4]([C:19]([OH:21])=[O:20])[C:3]=1[Cl:22].Br[CH2:24][C:25]1[CH:30]=[CH:29][C:28]([O:31][C:32]([F:35])([F:34])[F:33])=[CH:27][CH:26]=1.C([O-])([O-])=O.[K+].[K+]. The catalyst is CN(C=O)C. The product is [NH2:1][C:2]1[C:7]([F:8])=[C:6]([C:9]2[CH:14]=[CH:13][C:12]([Cl:15])=[C:11]([O:16][CH3:17])[C:10]=2[F:18])[N:5]=[C:4]([C:19]([O:21][CH2:24][C:25]2[CH:30]=[CH:29][C:28]([O:31][C:32]([F:33])([F:34])[F:35])=[CH:27][CH:26]=2)=[O:20])[C:3]=1[Cl:22]. The yield is 0.514.